From a dataset of Catalyst prediction with 721,799 reactions and 888 catalyst types from USPTO. Predict which catalyst facilitates the given reaction. (1) Reactant: [C:1]1([C:7]2[CH:12]=[CH:11][C:10]([OH:13])=[CH:9][CH:8]=2)[CH:6]=[CH:5][CH:4]=[CH:3][CH:2]=1.C(=O)([O-])[O-].[K+].[K+].[I-].[K+].[CH2:22]([O:24][C:25](=[O:33])[CH2:26][CH2:27][CH2:28][CH2:29][CH2:30][CH2:31]Br)[CH3:23]. Product: [CH2:22]([O:24][C:25](=[O:33])[CH2:26][CH2:27][CH2:28][CH2:29][CH2:30][CH2:31][O:13][C:10]1[CH:9]=[CH:8][C:7]([C:1]2[CH:2]=[CH:3][CH:4]=[CH:5][CH:6]=2)=[CH:12][CH:11]=1)[CH3:23]. The catalyst class is: 21. (2) Reactant: [CH3:1][O:2][C:3]1[CH:18]=[CH:17][C:6]([C:7]([O:9][CH2:10][C:11]2[CH:16]=[CH:15][CH:14]=[CH:13][CH:12]=2)=[O:8])=[CH:5][C:4]=1[NH:19][S:20]([CH2:23][CH2:24][N:25]1[CH2:30][CH2:29][N:28]([CH3:31])[CH2:27][CH2:26]1)(=[O:22])=[O:21].[C:32](O[C:32]([O:34][C:35]([CH3:38])([CH3:37])[CH3:36])=[O:33])([O:34][C:35]([CH3:38])([CH3:37])[CH3:36])=[O:33]. Product: [C:35]([O:34][C:32]([N:19]([C:4]1[CH:5]=[C:6]([CH:17]=[CH:18][C:3]=1[O:2][CH3:1])[C:7]([O:9][CH2:10][C:11]1[CH:16]=[CH:15][CH:14]=[CH:13][CH:12]=1)=[O:8])[S:20]([CH2:23][CH2:24][N:25]1[CH2:26][CH2:27][N:28]([CH3:31])[CH2:29][CH2:30]1)(=[O:22])=[O:21])=[O:33])([CH3:38])([CH3:37])[CH3:36]. The catalyst class is: 64. (3) Reactant: [C:1]([C:5]1[N:6]=[C:7]([NH:10][C:11]([C:13]2[CH:47]=[CH:46][N:16]3[C:17](=[O:45])[C:18](/[CH:36]=[CH:37]/[C:38]([O:40]C(C)(C)C)=[O:39])=[C:19]([N:21]4[CH2:26][CH2:25][CH2:24][C@@H:23]([O:27][C:28]([NH:30][CH2:31][CH2:32][N:33]([CH3:35])[CH3:34])=[O:29])[CH2:22]4)[N:20]=[C:15]3[CH:14]=2)=[O:12])[S:8][CH:9]=1)([CH3:4])([CH3:3])[CH3:2].Cl. Product: [C:1]([C:5]1[N:6]=[C:7]([NH:10][C:11]([C:13]2[CH:47]=[CH:46][N:16]3[C:17](=[O:45])[C:18](/[CH:36]=[CH:37]/[C:38]([OH:40])=[O:39])=[C:19]([N:21]4[CH2:26][CH2:25][CH2:24][C@@H:23]([O:27][C:28]([NH:30][CH2:31][CH2:32][N:33]([CH3:35])[CH3:34])=[O:29])[CH2:22]4)[N:20]=[C:15]3[CH:14]=2)=[O:12])[S:8][CH:9]=1)([CH3:4])([CH3:2])[CH3:3]. The catalyst class is: 12. (4) Reactant: F[C:2]1[CH:7]=[C:6]([F:8])[CH:5]=[CH:4][C:3]=1[N+:9]([O-])=O.[CH2:12]([O:19][C@@H:20]1[CH2:23][C@H:22]([NH2:24])[CH2:21]1)[C:13]1[CH:18]=[CH:17][CH:16]=[CH:15][CH:14]=1.CCN(C(C)C)C(C)C. Product: [CH2:12]([O:19][C@@H:20]1[CH2:23][C@H:22]([NH:24][C:2]2[C:3]([NH2:9])=[CH:4][CH:5]=[C:6]([F:8])[CH:7]=2)[CH2:21]1)[C:13]1[CH:18]=[CH:17][CH:16]=[CH:15][CH:14]=1. The catalyst class is: 23. (5) Reactant: [CH3:1][O:2][C:3]1[CH:9]=[CH:8][CH:7]=[CH:6][C:4]=1[NH2:5].C(N(CC)CC)C.C(Cl)(Cl)=O.ClC1C=C(C=CC=1Cl)[C:25]([NH:27][CH:28]1[C:34](=[O:35])[NH:33][C:32]2[CH:36]=[CH:37][CH:38]=[CH:39][C:31]=2[C:30]([C:40]2[CH:45]=[CH:44][CH:43]=[CH:42][CH:41]=2)=[N:29]1)=[O:26]. Product: [CH3:1][O:2][C:3]1[CH:9]=[CH:8][CH:7]=[CH:6][C:4]=1[NH:5][C:25]([NH:27][CH:28]1[C:34](=[O:35])[NH:33][C:32]2[CH:36]=[CH:37][CH:38]=[CH:39][C:31]=2[C:30]([C:40]2[CH:45]=[CH:44][CH:43]=[CH:42][CH:41]=2)=[N:29]1)=[O:26]. The catalyst class is: 426.